Dataset: Catalyst prediction with 721,799 reactions and 888 catalyst types from USPTO. Task: Predict which catalyst facilitates the given reaction. (1) Reactant: [Cl:1][C:2]1[C:3]([CH3:15])=[C:4]([NH:8][C:9](=[O:14])[CH:10]=[C:11]([CH3:13])[CH3:12])[CH:5]=[CH:6][CH:7]=1.[Cl-].[Al+3].[Cl-].[Cl-].[Cl:20][CH2:21][C:22](Cl)=[O:23]. Product: [Cl:1][C:2]1[C:3]([CH3:15])=[C:4]2[C:5]([C:11]([CH3:12])([CH3:13])[CH2:10][C:9](=[O:14])[NH:8]2)=[CH:6][C:7]=1[C:22](=[O:23])[CH2:21][Cl:20]. The catalyst class is: 4. (2) Reactant: C(OC([N:11]1[CH2:15][C:14](=[O:16])[N:13]=[C:12]1[NH:17][CH2:18][C:19]1[CH:24]=[CH:23][CH:22]=[CH:21][C:20]=1[C:25]([F:28])([F:27])[F:26])=O)C1C=CC=CC=1.[N:29]1[C:38]2[C:33](=[N:34][C:35]([CH:39]=O)=[CH:36][CH:37]=2)[CH:32]=[CH:31][CH:30]=1.N1CCCCC1. Product: [N:34]1[C:33]2[C:38](=[N:29][CH:30]=[CH:31][CH:32]=2)[CH:37]=[CH:36][C:35]=1[CH:39]=[C:15]1[NH:11][C:12]([NH:17][CH2:18][C:19]2[CH:24]=[CH:23][CH:22]=[CH:21][C:20]=2[C:25]([F:26])([F:27])[F:28])=[N:13][C:14]1=[O:16]. The catalyst class is: 41. (3) Reactant: [F:1][C:2]([F:26])([F:25])[C:3]1[CH:4]=[C:5]([S:9]([N:12]2[CH2:17][CH2:16][N:15](C(OC(C)(C)C)=O)[CH2:14][CH2:13]2)(=[O:11])=[O:10])[CH:6]=[CH:7][CH:8]=1.Cl. Product: [F:25][C:2]([F:1])([F:26])[C:3]1[CH:4]=[C:5]([S:9]([N:12]2[CH2:17][CH2:16][NH:15][CH2:14][CH2:13]2)(=[O:10])=[O:11])[CH:6]=[CH:7][CH:8]=1. The catalyst class is: 12. (4) Reactant: [C:1]1([CH2:7][CH2:8][CH2:9][CH2:10][CH2:11][CH2:12][CH2:13][CH3:14])[CH:6]=[CH:5][CH:4]=[CH:3][CH:2]=1.[Cl:15][S:16](O)(=[O:18])=[O:17]. Product: [CH2:7]([C:1]1[CH:6]=[CH:5][C:4]([S:16]([Cl:15])(=[O:18])=[O:17])=[CH:3][CH:2]=1)[CH2:8][CH2:9][CH2:10][CH2:11][CH2:12][CH2:13][CH3:14]. The catalyst class is: 22. (5) Reactant: Cl.[NH2:2][C@H:3]1[CH2:9][CH2:8][CH2:7][CH2:6][NH:5][C:4]1=[O:10].[CH2:11]([C:15]1[CH:20]=[CH:19][C:18]([S:21](Cl)(=[O:23])=[O:22])=[CH:17][CH:16]=1)[CH2:12][CH2:13][CH3:14].C(N(CC)CC)C. Product: [CH2:11]([C:15]1[CH:20]=[CH:19][C:18]([S:21]([NH:2][C@H:3]2[CH2:9][CH2:8][CH2:7][CH2:6][NH:5][C:4]2=[O:10])(=[O:23])=[O:22])=[CH:17][CH:16]=1)[CH2:12][CH2:13][CH3:14]. The catalyst class is: 229.